Dataset: Forward reaction prediction with 1.9M reactions from USPTO patents (1976-2016). Task: Predict the product of the given reaction. (1) Given the reactants [CH3:1][C:2]1[N:6]([CH2:7][C:8]([OH:10])=O)[N:5]=[C:4]([C:11]([F:14])([F:13])[F:12])[CH:3]=1.C(N(CC)CC)C.Cl.[NH:23]1[CH2:28][CH2:27][CH:26]([C:29]2[CH:30]=[C:31]([NH2:35])[CH:32]=[CH:33][CH:34]=2)[CH2:25][CH2:24]1, predict the reaction product. The product is: [NH2:35][C:31]1[CH:30]=[C:29]([CH:26]2[CH2:27][CH2:28][N:23]([C:8](=[O:10])[CH2:7][N:6]3[C:2]([CH3:1])=[CH:3][C:4]([C:11]([F:14])([F:13])[F:12])=[N:5]3)[CH2:24][CH2:25]2)[CH:34]=[CH:33][CH:32]=1. (2) Given the reactants [O:1]=[C:2]1[C:11]2([CH2:16][CH2:15][N:14]([C:17]([O:19][CH2:20][CH3:21])=[O:18])[CH2:13][CH2:12]2)[CH2:10][CH2:9][C:8]2[C:3]1=[CH:4][CH:5]=[CH:6][CH:7]=2.S(=O)(=O)(O)O.[N+:27]([O-])([OH:29])=[O:28], predict the reaction product. The product is: [N+:27]([C:5]1[CH:4]=[C:3]2[C:8]([CH2:9][CH2:10][C:11]3([C:2]2=[O:1])[CH2:16][CH2:15][N:14]([C:17]([O:19][CH2:20][CH3:21])=[O:18])[CH2:13][CH2:12]3)=[CH:7][CH:6]=1)([O-:29])=[O:28]. (3) Given the reactants CO[C:3](=[O:20])[CH2:4][N:5]1[C:9]2[CH:10]=[CH:11][CH:12]=[CH:13][C:8]=2[N:7]=[C:6]1[C:14]1[C:18]([NH2:19])=[N:17][O:16][N:15]=1.[CH3:21][NH2:22].[C-]#N.[Na+], predict the reaction product. The product is: [NH2:19][C:18]1[C:14]([C:6]2[N:5]([CH2:4][C:3]([NH:22][CH3:21])=[O:20])[C:9]3[CH:10]=[CH:11][CH:12]=[CH:13][C:8]=3[N:7]=2)=[N:15][O:16][N:17]=1. (4) Given the reactants [CH3:1][CH:2]1[CH2:7][C:6](=[O:8])[NH:5][N:4]=[C:3]1[C:9]1[CH:25]=[CH:24][C:12]2[N:13]=[C:14]([C:16]3[CH:23]=[CH:22][C:19]([C:20]#[N:21])=[CH:18][CH:17]=3)[O:15][C:11]=2[CH:10]=1.[H][H].Cl, predict the reaction product. The product is: [NH2:21][CH2:20][C:19]1[CH:22]=[CH:23][C:16]([C:14]2[O:15][C:11]3[CH:10]=[C:9]([C:3]4[CH:2]([CH3:1])[CH2:7][C:6](=[O:8])[NH:5][N:4]=4)[CH:25]=[CH:24][C:12]=3[N:13]=2)=[CH:17][CH:18]=1. (5) Given the reactants Br[C:2]1[CH:7]=[C:6]([F:8])[CH:5]=[CH:4][C:3]=1[N:9]1[CH2:14][CH2:13][N:12]([C:15]([O:17][C:18]([CH3:21])([CH3:20])[CH3:19])=[O:16])[CH2:11][CH2:10]1.CN([CH:25]=[O:26])C, predict the reaction product. The product is: [F:8][C:6]1[CH:5]=[CH:4][C:3]([N:9]2[CH2:14][CH2:13][N:12]([C:15]([O:17][C:18]([CH3:21])([CH3:20])[CH3:19])=[O:16])[CH2:11][CH2:10]2)=[C:2]([CH:25]=[O:26])[CH:7]=1. (6) Given the reactants Cl[C:2]1[N:3]=[CH:4][C:5]([C:13]2[CH:22]=[CH:21][CH:20]=[C:19]3[C:14]=2[CH2:15][CH2:16][N:17]([C:23]([O:25][C:26]([CH3:29])([CH3:28])[CH3:27])=[O:24])[CH2:18]3)=[C:6]2[C:10]([CH3:11])=[C:9]([CH3:12])[NH:8][C:7]=12.[CH3:30][N:31](C)C(=O)C, predict the reaction product. The product is: [C:30]([C:2]1[N:3]=[CH:4][C:5]([C:13]2[CH:22]=[CH:21][CH:20]=[C:19]3[C:14]=2[CH2:15][CH2:16][N:17]([C:23]([O:25][C:26]([CH3:28])([CH3:29])[CH3:27])=[O:24])[CH2:18]3)=[C:6]2[C:10]([CH3:11])=[C:9]([CH3:12])[NH:8][C:7]=12)#[N:31]. (7) Given the reactants [Cl-].O[NH3+:3].[C:4](=[O:7])([O-])[OH:5].[Na+].CS(C)=O.[CH2:13]([C:15]1[N:16]([C:40]2[CH:45]=[CH:44][CH:43]=[C:42]([C:46]([OH:49])([CH3:48])[CH3:47])[CH:41]=2)[C:17](=[O:39])[C:18]([CH2:24][C:25]2[CH:30]=[CH:29][C:28]([C:31]3[C:32]([C:37]#[N:38])=[CH:33][CH:34]=[CH:35][CH:36]=3)=[CH:27][CH:26]=2)=[C:19]([CH2:21][CH2:22][CH3:23])[N:20]=1)[CH3:14], predict the reaction product. The product is: [CH2:13]([C:15]1[N:16]([C:40]2[CH:45]=[CH:44][CH:43]=[C:42]([C:46]([OH:49])([CH3:47])[CH3:48])[CH:41]=2)[C:17](=[O:39])[C:18]([CH2:24][C:25]2[CH:26]=[CH:27][C:28]([C:31]3[CH:36]=[CH:35][CH:34]=[CH:33][C:32]=3[C:37]3[NH:3][C:4](=[O:7])[O:5][N:38]=3)=[CH:29][CH:30]=2)=[C:19]([CH2:21][CH2:22][CH3:23])[N:20]=1)[CH3:14].